Dataset: Reaction yield outcomes from USPTO patents with 853,638 reactions. Task: Predict the reaction yield, written as a fraction of the theoretical maximum amount of product (1.0 means a 100% yield; for example, 0.34 means a 34% yield). (1) The reactants are [F:1][C:2]1[CH:3]=[CH:4][C:5]([NH:8][NH:9][C:10]([C@:12]2([CH2:18][O:19][Si:20]([CH:27]([CH3:29])[CH3:28])([CH:24]([CH3:26])[CH3:25])[CH:21]([CH3:23])[CH3:22])[CH2:16][CH2:15][CH2:14][N:13]2[CH3:17])=O)=[N:6][CH:7]=1.C1C=CC(P(C2C=CC=CC=2)C2C=CC=CC=2)=CC=1.CCN(CC)CC.ClC(Cl)(Cl)C(Cl)(Cl)Cl. The catalyst is C1COCC1.C(Cl)Cl. The product is [F:1][C:2]1[CH:3]=[CH:4][C:5]2[N:6]([C:10]([C@:12]3([CH2:18][O:19][Si:20]([CH:27]([CH3:29])[CH3:28])([CH:24]([CH3:26])[CH3:25])[CH:21]([CH3:23])[CH3:22])[CH2:16][CH2:15][CH2:14][N:13]3[CH3:17])=[N:9][N:8]=2)[CH:7]=1. The yield is 0.410. (2) The reactants are [CH:1](I)([CH3:3])[CH3:2].[NH2:5][CH:6]1[CH2:11][CH2:10][CH:9]([CH2:12][NH:13][C:14](=[O:20])[O:15][C:16]([CH3:19])([CH3:18])[CH3:17])[CH2:8][CH2:7]1.C(N(C(C)C)CC)(C)C. The catalyst is C1COCC1. The product is [CH:1]([NH:5][CH:6]1[CH2:11][CH2:10][CH:9]([CH2:12][NH:13][C:14](=[O:20])[O:15][C:16]([CH3:18])([CH3:17])[CH3:19])[CH2:8][CH2:7]1)([CH3:3])[CH3:2]. The yield is 0.220.